Predict the reactants needed to synthesize the given product. From a dataset of Full USPTO retrosynthesis dataset with 1.9M reactions from patents (1976-2016). (1) Given the product [I-:39].[C:17]([C:15]1[CH:16]=[C:11]([NH:10][C:4]2[CH:3]=[C:2]([CH3:1])[N+:7]([CH3:8])=[C:6]([NH2:9])[N:5]=2)[CH:12]=[CH:13][CH:14]=1)(=[O:18])[CH3:19], predict the reactants needed to synthesize it. The reactants are: [CH3:1][C:2]1[N+:7]([CH3:8])=[C:6]([NH2:9])[N:5]=[C:4]([NH:10][C:11]2[CH:16]=[C:15]([C:17]([CH3:19])=[O:18])[CH:14]=[CH:13][CH:12]=2)[CH:3]=1.C(C1C=C(NC2C=C(C)N=C(N)N=2)C=CC=1)(=O)C.C[I:39]. (2) Given the product [Cl:20][C:21]1[CH:26]=[CH:25][CH:24]=[CH:23][C:22]=1[C:27]([C:28]1[CH:29]=[CH:30][CH:31]=[CH:32][CH:33]=1)([C:34]1[CH:39]=[CH:38][CH:37]=[CH:36][CH:35]=1)[N:9]1[C:8]([C:5]2[CH:6]=[CH:7][C:2]([Br:1])=[CH:3][CH:4]=2)=[N:12][N:11]=[N:10]1, predict the reactants needed to synthesize it. The reactants are: [Br:1][C:2]1[CH:7]=[CH:6][C:5]([C:8]2[NH:12][N:11]=[N:10][N:9]=2)=[CH:4][CH:3]=1.C(N(CC)CC)C.[Cl:20][C:21]1[CH:26]=[CH:25][CH:24]=[CH:23][C:22]=1[C:27](Cl)([C:34]1[CH:39]=[CH:38][CH:37]=[CH:36][CH:35]=1)[C:28]1[CH:33]=[CH:32][CH:31]=[CH:30][CH:29]=1.C(=O)(O)[O-].[Na+]. (3) Given the product [NH2:23][C:20]1[N:21]=[CH:22][C:17]([C:3]2[CH:4]=[CH:5][C:6]([C:25]3[C:26]([C:27]([NH:29][C:30]([CH3:33])([CH3:32])[CH3:31])=[O:28])=[CH:34][CH:35]=[CH:36][CH:37]=3)=[CH:7][C:2]=2[F:1])=[N:18][CH:19]=1, predict the reactants needed to synthesize it. The reactants are: [F:1][C:2]1[CH:7]=[C:6](B2OC(C)(C)C(C)(C)O2)[CH:5]=[CH:4][C:3]=1[C:17]1[N:18]=[CH:19][C:20]([NH2:23])=[N:21][CH:22]=1.Br[C:25]1[CH:37]=[CH:36][CH:35]=[CH:34][C:26]=1[C:27]([NH:29][C:30]([CH3:33])([CH3:32])[CH3:31])=[O:28]. (4) The reactants are: [CH3:1][S:2]([OH:5])(=[O:4])=[O:3].[CH:6]1([NH:9][C:10](=[O:38])[C:11]2[CH:16]=[CH:15][C:14]([CH3:17])=[C:13]([N:18]3[C:27](=[O:28])[C:26]4[C:21](=[CH:22][CH:23]=[C:24]([N:29]5[CH2:34][CH2:33][N:32]([CH:35]([CH3:37])[CH3:36])[CH2:31][CH2:30]5)[CH:25]=4)[N:20]=[CH:19]3)[CH:12]=2)[CH2:8][CH2:7]1. Given the product [CH3:1][S:2]([OH:5])(=[O:4])=[O:3].[CH:6]1([NH:9][C:10](=[O:38])[C:11]2[CH:16]=[CH:15][C:14]([CH3:17])=[C:13]([N:18]3[C:27](=[O:28])[C:26]4[C:21](=[CH:22][CH:23]=[C:24]([N:29]5[CH2:30][CH2:31][N:32]([CH:35]([CH3:36])[CH3:37])[CH2:33][CH2:34]5)[CH:25]=4)[N:20]=[CH:19]3)[CH:12]=2)[CH2:8][CH2:7]1, predict the reactants needed to synthesize it. (5) Given the product [NH2:8][CH:9]1[C:23](=[O:24])[N:22]2[CH2:25][C@H:26]([O:28][C:29]3[CH:34]=[C:33]([C:35]4[CH:40]=[CH:39][CH:38]=[CH:37][N:36]=4)[N:32]=[C:31]4[CH:41]=[CH:42][S:43][C:30]=34)[CH2:27][C@H:21]2[C:20](=[O:44])[NH:19][C@:18]2([C:46]([O:48][CH3:49])=[O:47])[CH2:45][C@H:17]2[CH:16]=[CH:15][CH2:14][CH2:13][CH2:12][CH2:11][CH2:10]1, predict the reactants needed to synthesize it. The reactants are: C(OC([NH:8][CH:9]1[C:23](=[O:24])[N:22]2[CH2:25][C@H:26]([O:28][C:29]3[CH:34]=[C:33]([C:35]4[CH:40]=[CH:39][CH:38]=[CH:37][N:36]=4)[N:32]=[C:31]4[CH:41]=[CH:42][S:43][C:30]=34)[CH2:27][C@H:21]2[C:20](=[O:44])[NH:19][C@:18]2([C:46]([O:48][CH3:49])=[O:47])[CH2:45][C@H:17]2[CH:16]=[CH:15][CH2:14][CH2:13][CH2:12][CH2:11][CH2:10]1)=O)(C)(C)C.FC(F)(F)C(O)=O. (6) Given the product [OH:4][C:5]1[C:6]([O:14][CH3:15])=[CH:7][C:8]([CH:9]=[O:10])=[C:11]([O:24][C:19]2[CH:20]=[CH:21][CH:22]=[CH:23][C:18]=2[O:17][CH3:16])[CH:12]=1, predict the reactants needed to synthesize it. The reactants are: C([O:4][C:5]1[CH:12]=[CH:11][C:8]([CH:9]=[O:10])=[C:7](Br)[C:6]=1[O:14][CH3:15])(=O)C.[CH3:16][O:17][C:18]1[CH:23]=[CH:22][CH:21]=[CH:20][C:19]=1[OH:24].C(=O)([O-])[O-].[Cs+].[Cs+]. (7) Given the product [OH:37][CH2:36][C:32]1([CH2:31][NH:30][C:27]([CH:9]2[CH:8]([C:4]3[CH:5]=[CH:6][CH:7]=[C:2]([Cl:1])[CH:3]=3)[C:12]([C:15]3[CH:16]=[CH:17][C:18]([Cl:21])=[CH:19][CH:20]=3)([C:13]#[N:14])[CH:11]([CH2:22][C:23]([CH3:25])([CH3:24])[CH3:26])[NH:10]2)=[O:28])[CH2:35][CH2:34]1, predict the reactants needed to synthesize it. The reactants are: [Cl:1][C:2]1[CH:3]=[C:4]([CH:8]2[C:12]([C:15]3[CH:20]=[CH:19][C:18]([Cl:21])=[CH:17][CH:16]=3)([C:13]#[N:14])[CH:11]([CH2:22][C:23]([CH3:26])([CH3:25])[CH3:24])[NH:10][CH:9]2[C:27](O)=[O:28])[CH:5]=[CH:6][CH:7]=1.[NH2:30][CH2:31][C:32]1([CH2:36][OH:37])[CH2:35][CH2:34]C1.CN(C(ON1N=NC2C=CC=NC1=2)=[N+](C)C)C.F[P-](F)(F)(F)(F)F.CCN(C(C)C)C(C)C.